This data is from Forward reaction prediction with 1.9M reactions from USPTO patents (1976-2016). The task is: Predict the product of the given reaction. (1) Given the reactants [NH2:1][C:2]1[C:7]([NH2:8])=[C:6]([NH:9][C@@H:10]2[C@@H:15]3[CH2:16][C@@H:12]([CH:13]=[CH:14]3)[C@@H:11]2[C:17]([NH2:19])=[O:18])[C:5]([Cl:20])=[CH:4][N:3]=1.[OH:21][C@@H:22]([CH2:40][OH:41])[CH2:23][N:24]1[CH2:29][CH2:28][CH:27]([C:30]2[CH:37]=[CH:36][C:33]([CH:34]=O)=[C:32]([O:38][CH3:39])[CH:31]=2)[CH2:26][CH2:25]1, predict the reaction product. The product is: [Cl:20][C:5]1[C:6]([NH:9][C@@H:10]2[C@@H:15]3[CH2:16][C@@H:12]([CH:13]=[CH:14]3)[C@@H:11]2[C:17]([NH2:19])=[O:18])=[C:7]2[N:8]=[C:34]([C:33]3[CH:36]=[CH:37][C:30]([CH:27]4[CH2:26][CH2:25][N:24]([CH2:23][C@@H:22]([OH:21])[CH2:40][OH:41])[CH2:29][CH2:28]4)=[CH:31][C:32]=3[O:38][CH3:39])[NH:1][C:2]2=[N:3][CH:4]=1. (2) Given the reactants C([O:8][CH2:9][CH2:10][N:11]1[C:16]([CH3:18])([CH3:17])[CH2:15][N:14]([CH2:19][C:20]2[CH:25]=[C:24]([C:26]3[CH:31]=[CH:30][C:29]([OH:32])=[CH:28][C:27]=3[F:33])[N:23]=[C:22]3[NH:34][N:35]=[C:36]([CH3:37])[C:21]=23)[C:13]([CH3:39])([CH3:38])[CH2:12]1)C1C=CC=CC=1, predict the reaction product. The product is: [F:33][C:27]1[CH:28]=[C:29]([OH:32])[CH:30]=[CH:31][C:26]=1[C:24]1[N:23]=[C:22]2[NH:34][N:35]=[C:36]([CH3:37])[C:21]2=[C:20]([CH2:19][N:14]2[CH2:15][C:16]([CH3:17])([CH3:18])[N:11]([CH2:10][CH2:9][OH:8])[CH2:12][C:13]2([CH3:39])[CH3:38])[CH:25]=1. (3) Given the reactants C[O:2][C:3](=O)[CH2:4][C:5]1[N:6]=[C:7]([CH3:11])[S:8][C:9]=1[CH3:10].O.[NH2:14][NH2:15], predict the reaction product. The product is: [CH3:11][C:7]1[S:8][C:9]([CH3:10])=[C:5]([CH2:4][C:3]([NH:14][NH2:15])=[O:2])[N:6]=1. (4) Given the reactants [H-].[Li+].C(S)CC.C[O:8][C:9]1[CH:26]=[C:25]2[C:12]([C@@:13]3([CH3:30])[C@H:22]([CH2:23][S:24]2)[C@:21]2([CH3:27])[C@H:16]([C:17]([CH3:29])([CH3:28])[CH2:18][CH2:19][CH2:20]2)[CH2:15][CH2:14]3)=[C:11]([C:31]#[N:32])[CH:10]=1, predict the reaction product. The product is: [OH:8][C:9]1[CH:26]=[C:25]2[C:12]([C@@:13]3([CH3:30])[C@H:22]([CH2:23][S:24]2)[C@:21]2([CH3:27])[C@H:16]([C:17]([CH3:28])([CH3:29])[CH2:18][CH2:19][CH2:20]2)[CH2:15][CH2:14]3)=[C:11]([C:31]#[N:32])[CH:10]=1. (5) Given the reactants C(Cl)(=O)C(Cl)=O.[F:7][C:8]1[CH:18]=[C:17]([F:19])[CH:16]=[CH:15][C:9]=1[CH:10]=[CH:11][C:12]([OH:14])=O.[OH-].[Na+].[Cl-].[Li+].C(N(CC)CC)C.[CH2:31]([C@H:38]1[CH2:42][O:41][C:40](=[O:43])[NH:39]1)[C:32]1[CH:37]=[CH:36][CH:35]=[CH:34][CH:33]=1.C(O)(=O)CC(CC(O)=O)(C(O)=O)O, predict the reaction product. The product is: [CH2:31]([C@H:38]1[CH2:42][O:41][C:40](=[O:43])[N:39]1[C:12](=[O:14])/[CH:11]=[CH:10]/[C:9]1[CH:15]=[CH:16][C:17]([F:19])=[CH:18][C:8]=1[F:7])[C:32]1[CH:33]=[CH:34][CH:35]=[CH:36][CH:37]=1. (6) Given the reactants [F:1][C:2]1[CH:3]=[C:4]([CH:8]=[CH:9][C:10]=1[NH:11][C:12]1[C:17]([F:18])=[C:16]([N:19]2[CH2:24][CH2:23][CH:22]([C:25]3[O:29][N:28]=[C:27]([C:30]([F:33])([CH3:32])[CH3:31])[N:26]=3)[CH2:21][CH2:20]2)[N:15]=[CH:14][N:13]=1)[C:5]([OH:7])=O.[CH3:34][N:35](C(ON1N=NC2C=CC=NC1=2)=[N+](C)C)C.F[P-](F)(F)(F)(F)F.CN, predict the reaction product. The product is: [F:1][C:2]1[CH:3]=[C:4]([CH:8]=[CH:9][C:10]=1[NH:11][C:12]1[C:17]([F:18])=[C:16]([N:19]2[CH2:24][CH2:23][CH:22]([C:25]3[O:29][N:28]=[C:27]([C:30]([F:33])([CH3:31])[CH3:32])[N:26]=3)[CH2:21][CH2:20]2)[N:15]=[CH:14][N:13]=1)[C:5]([NH:35][CH3:34])=[O:7]. (7) Given the reactants [NH2:1][C:2]1[CH:3]=[N:4][C:5]2[C:10]([C:11]=1[NH:12][NH:13][C:14]([O:16][C:17]([CH3:20])([CH3:19])[CH3:18])=[O:15])=[CH:9][CH:8]=[CH:7][CH:6]=2.C(N(CC)CC)C.[C:28](Cl)(=O)[CH2:29][CH2:30][CH2:31][CH3:32], predict the reaction product. The product is: [CH2:29]([C:28]1[N:12]([NH:13][C:14](=[O:15])[O:16][C:17]([CH3:20])([CH3:19])[CH3:18])[C:11]2[C:10]3[CH:9]=[CH:8][CH:7]=[CH:6][C:5]=3[N:4]=[CH:3][C:2]=2[N:1]=1)[CH2:30][CH2:31][CH3:32].